The task is: Predict the product of the given reaction.. This data is from Forward reaction prediction with 1.9M reactions from USPTO patents (1976-2016). (1) Given the reactants [CH3:1][N:2]([C:10]1[CH:15]=[CH:14][C:13]([C:16]([F:19])([F:18])[F:17])=[CH:12][C:11]=1[N+:20]([O-])=O)[CH:3]1[CH2:8][CH2:7][N:6]([CH3:9])[CH2:5][CH2:4]1, predict the reaction product. The product is: [CH3:1][N:2]([CH:3]1[CH2:8][CH2:7][N:6]([CH3:9])[CH2:5][CH2:4]1)[C:10]1[C:11]([NH2:20])=[CH:12][C:13]([C:16]([F:19])([F:18])[F:17])=[CH:14][CH:15]=1. (2) Given the reactants Br[C:2]1[C:7]([NH2:8])=[CH:6][C:5]([Br:9])=[CH:4][N:3]=1.[C:10]([C:12]1[CH:17]=[CH:16][N:15]=[C:14]([NH:18][C:19](=[O:21])[CH3:20])[CH:13]=1)#[CH:11].CCN(CC)CC, predict the reaction product. The product is: [NH2:8][C:7]1[C:2]([C:11]#[C:10][C:12]2[CH:17]=[CH:16][N:15]=[C:14]([NH:18][C:19](=[O:21])[CH3:20])[CH:13]=2)=[N:3][CH:4]=[C:5]([Br:9])[CH:6]=1.